Dataset: Peptide-MHC class I binding affinity with 185,985 pairs from IEDB/IMGT. Task: Regression. Given a peptide amino acid sequence and an MHC pseudo amino acid sequence, predict their binding affinity value. This is MHC class I binding data. The peptide sequence is FLLSLGIHL. The MHC is HLA-A02:06 with pseudo-sequence HLA-A02:06. The binding affinity (normalized) is 0.811.